From a dataset of Full USPTO retrosynthesis dataset with 1.9M reactions from patents (1976-2016). Predict the reactants needed to synthesize the given product. (1) Given the product [F:38][C:37]([F:39])([F:40])[C:31]1[CH:30]=[CH:29][C:28]2[C:33](=[CH:34][CH:35]=[CH:36][C:27]=2[N:24]2[CH2:25][CH2:26][N:21]([CH2:20][CH2:19][C:18]3[C:13]4[O:12][CH2:11][C:10]5=[C:6]([C:4]([NH2:42])=[O:3])[N:7]=[CH:8][N:9]5[C:14]=4[CH:15]=[CH:16][CH:17]=3)[CH2:22][CH2:23]2)[N:32]=1, predict the reactants needed to synthesize it. The reactants are: C([O:3][C:4]([C:6]1[N:7]=[CH:8][N:9]2[C:14]3[CH:15]=[CH:16][CH:17]=[C:18]([CH2:19][CH2:20][N:21]4[CH2:26][CH2:25][N:24]([C:27]5[CH:36]=[CH:35][CH:34]=[C:33]6[C:28]=5[CH:29]=[CH:30][C:31]([C:37]([F:40])([F:39])[F:38])=[N:32]6)[CH2:23][CH2:22]4)[C:13]=3[O:12][CH2:11][C:10]=12)=O)C.[C-]#[N:42].[K+].N. (2) Given the product [F:17][C:15]1[CH:16]=[C:11]([CH2:10][C@@H:9]([C:19]2[C:24]([C:25]3[CH:26]=[CH:27][C:28]([F:34])=[C:29]([CH:33]=3)[C:30]([NH2:32])=[O:31])=[CH:23][CH:22]=[CH:21][N:20]=2)[NH:8][C:49](=[O:50])[CH2:48][N:39]2[C:40]3[CH2:41][CH2:42][CH2:43][C:44]4([CH2:47][CH2:46]4)[C:45]=3[C:37]([C:36]([F:54])([F:35])[F:55])=[N:38]2)[CH:12]=[C:13]([F:18])[CH:14]=1, predict the reactants needed to synthesize it. The reactants are: FC(F)(F)C(O)=O.[NH2:8][C@H:9]([C:19]1[C:24]([C:25]2[CH:26]=[CH:27][C:28]([F:34])=[C:29]([CH:33]=2)[C:30]([NH2:32])=[O:31])=[CH:23][CH:22]=[CH:21][N:20]=1)[CH2:10][C:11]1[CH:16]=[C:15]([F:17])[CH:14]=[C:13]([F:18])[CH:12]=1.[F:35][C:36]([F:55])([F:54])[C:37]1[C:45]2[C:44]3([CH2:47][CH2:46]3)[CH2:43][CH2:42][CH2:41][C:40]=2[N:39]([CH2:48][C:49](OCC)=[O:50])[N:38]=1.